Dataset: Forward reaction prediction with 1.9M reactions from USPTO patents (1976-2016). Task: Predict the product of the given reaction. (1) The product is: [CH3:1][O:2][C:3]1[CH:8]=[C:7]([CH:9]2[CH2:14][CH2:13][N:12]([C:63](=[O:64])[CH2:62][C:60]#[N:61])[CH2:11][CH2:10]2)[CH:6]=[CH:5][C:4]=1[N:15]([CH3:26])[C:16]1[N:21]=[CH:20][C:19]2[N:22]=[CH:23][N:24]([CH3:25])[C:18]=2[CH:17]=1. Given the reactants [CH3:1][O:2][C:3]1[CH:8]=[C:7]([CH:9]2[CH2:14][CH2:13][NH:12][CH2:11][CH2:10]2)[CH:6]=[CH:5][C:4]=1[N:15]([CH3:26])[C:16]1[N:21]=[CH:20][C:19]2[N:22]=[CH:23][N:24]([CH3:25])[C:18]=2[CH:17]=1.F[P-](F)(F)(F)(F)F.N1(OC(N(C)C)=[N+](C)C)C2N=CC=CC=2N=N1.C(N(C(C)C)CC)(C)C.[C:60]([CH2:62][C:63](O)=[O:64])#[N:61], predict the reaction product. (2) Given the reactants C(OC(N1CCC2C(=CC(OC)=C(OC)C=2)C1CC1C=CC(Br)=CC=1)=O)(C)(C)C.COC1C(B(O)O)=CC=CN=1.C1(P(C2C=CC=CC=2)C2C=CC=CC=2)C=CC=CC=1.C([O-])([O-])=O.[Na+].[Na+].[C:66]([O:70][C:71]([N:73]1[CH2:82][CH2:81][C:80]2[C:75](=[CH:76][C:77]([O:85][CH3:86])=[C:78]([O:83][CH3:84])[CH:79]=2)[CH:74]1[CH2:87][C:88]1[CH:93]=[CH:92][C:91]([C:94]2[C:95]([O:100][CH3:101])=[N:96][CH:97]=[CH:98][CH:99]=2)=[CH:90][CH:89]=1)=[O:72])([CH3:69])([CH3:68])[CH3:67].[ClH:102], predict the reaction product. The product is: [C:66]([O:70][C:71]([N:73]1[CH2:82][CH2:81][C:80]2[C:75](=[CH:76][C:77]([O:85][CH3:86])=[C:78]([O:83][CH3:84])[CH:79]=2)[CH:74]1[CH2:87][C:88]1[CH:89]=[CH:90][C:91]([C:94]2[C:95]([O:100][CH3:101])=[N:96][CH:97]=[CH:98][CH:99]=2)=[CH:92][CH:93]=1)=[O:72])([CH3:68])([CH3:69])[CH3:67].[ClH:102].[CH3:84][O:83][C:78]1[CH:79]=[C:80]2[C:75](=[CH:76][C:77]=1[O:85][CH3:86])[CH:74]([CH2:87][C:88]1[CH:89]=[CH:90][C:91]([C:94]3[C:95]([O:100][CH3:101])=[N:96][CH:97]=[CH:98][CH:99]=3)=[CH:92][CH:93]=1)[NH:73][CH2:82][CH2:81]2. (3) Given the reactants [Si:1]([O:8][CH2:9][C@H:10]1[NH:15][CH2:14][C@H:13]([C:16]([O:18][CH3:19])=[O:17])[CH2:12][CH2:11]1)([C:4]([CH3:7])([CH3:6])[CH3:5])([CH3:3])[CH3:2].C(N(CC)CC)C.[Cl:27][CH:28]([CH3:32])[C:29](Cl)=[O:30], predict the reaction product. The product is: [Si:1]([O:8][CH2:9][C@H:10]1[N:15]([C:29](=[O:30])[C@H:28]([Cl:27])[CH3:32])[CH2:14][C@H:13]([C:16]([O:18][CH3:19])=[O:17])[CH2:12][CH2:11]1)([C:4]([CH3:7])([CH3:6])[CH3:5])([CH3:2])[CH3:3].